Dataset: Full USPTO retrosynthesis dataset with 1.9M reactions from patents (1976-2016). Task: Predict the reactants needed to synthesize the given product. (1) Given the product [I:8][C:9]1[CH:10]=[C:11]([N+:18]([O-:20])=[O:19])[CH:12]=[C:13]([O:7][CH2:6][CH2:5][O:4][CH3:3])[CH:14]=1, predict the reactants needed to synthesize it. The reactants are: [H-].[Na+].[CH3:3][O:4][CH2:5][CH2:6][OH:7].[I:8][C:9]1[CH:14]=[C:13]([N+]([O-])=O)[CH:12]=[C:11]([N+:18]([O-:20])=[O:19])[CH:10]=1.O. (2) Given the product [CH2:3]([O:5][C:6](=[O:18])[CH2:7][C:8]1[C:16]2[C:11](=[CH:12][C:13]([Br:17])=[CH:14][CH:15]=2)[N:10]([CH2:20][C:21]2[S:22][C:23]3[CH:29]=[CH:28][CH:27]=[CH:26][C:24]=3[N:25]=2)[CH:9]=1)[CH3:4], predict the reactants needed to synthesize it. The reactants are: [H-].[Na+].[CH2:3]([O:5][C:6](=[O:18])[CH2:7][C:8]1[C:16]2[C:11](=[CH:12][C:13]([Br:17])=[CH:14][CH:15]=2)[NH:10][CH:9]=1)[CH3:4].Br[CH2:20][C:21]1[S:22][C:23]2[CH:29]=[CH:28][CH:27]=[CH:26][C:24]=2[N:25]=1.C([O-])(O)=O.[Na+]. (3) Given the product [CH2:1]([S:3]([C:6]1[CH:13]=[CH:12][C:9]([CH2:10][NH2:11])=[CH:8][CH:7]=1)(=[O:5])=[O:4])[CH3:2], predict the reactants needed to synthesize it. The reactants are: [CH2:1]([S:3]([C:6]1[CH:13]=[CH:12][C:9]([C:10]#[N:11])=[CH:8][CH:7]=1)(=[O:5])=[O:4])[CH3:2].N.